Task: Predict the reaction yield, written as a fraction of the theoretical maximum amount of product (1.0 means a 100% yield; for example, 0.34 means a 34% yield).. Dataset: Reaction yield outcomes from USPTO patents with 853,638 reactions (1) The reactants are [Br:1][C:2]1[CH:3]=[C:4]2[C:9](Cl)=[C:8]([C:11]([NH2:13])=[O:12])[CH:7]=[N:6][N:5]2[CH:14]=1.Cl.[NH2:16][C@H:17]([CH3:23])[C:18]([CH3:22])([CH3:21])[C:19]#[N:20].CCN(C(C)C)C(C)C. The catalyst is CN(C=O)C. The product is [Br:1][C:2]1[CH:3]=[C:4]2[C:9]([NH:16][C@@H:17]([C:18]([C:19]#[N:20])([CH3:22])[CH3:21])[CH3:23])=[C:8]([C:11]([NH2:13])=[O:12])[CH:7]=[N:6][N:5]2[CH:14]=1. The yield is 0.447. (2) The reactants are [NH2:1][C@H:2]1[CH2:7][CH2:6][CH2:5][CH2:4][C@H:3]1[NH:8][C:9]1[N:10]=[CH:11][C:12]2[C:18](=[O:19])[NH:17][CH:16]=[C:15]([C:20]3[CH:21]=[N:22][N:23]([CH3:25])[CH:24]=3)[C:13]=2[N:14]=1.O1CCCC1.C(N(CC)CC)C.[C:38](O[C:38]([O:40][C:41]([CH3:44])([CH3:43])[CH3:42])=[O:39])([O:40][C:41]([CH3:44])([CH3:43])[CH3:42])=[O:39]. The catalyst is CN(C)C1C=CN=CC=1. The product is [C:41]([O:40][C:38](=[O:39])[NH:1][C@@H:2]1[CH2:7][CH2:6][CH2:5][CH2:4][C@@H:3]1[NH:8][C:9]1[N:10]=[CH:11][C:12]2[C:18](=[O:19])[NH:17][CH:16]=[C:15]([C:20]3[CH:21]=[N:22][N:23]([CH3:25])[CH:24]=3)[C:13]=2[N:14]=1)([CH3:44])([CH3:43])[CH3:42]. The yield is 1.14.